From a dataset of Full USPTO retrosynthesis dataset with 1.9M reactions from patents (1976-2016). Predict the reactants needed to synthesize the given product. Given the product [Cl:9][C:10]1[CH:17]=[CH:16][C:13]([CH2:14][CH:23]2[C:24](=[O:25])[O:26][C:19]([CH3:27])([CH3:18])[O:20][C:21]2=[O:22])=[CH:12][CH:11]=1, predict the reactants needed to synthesize it. The reactants are: N1CCC[C@H]1C(O)=O.[Cl:9][C:10]1[CH:17]=[CH:16][C:13]([CH:14]=O)=[CH:12][CH:11]=1.[CH3:18][C:19]1([CH3:27])[O:26][C:24](=[O:25])[CH2:23][C:21](=[O:22])[O:20]1.CC1NC(C)=C(C(OCC)=O)CC=1C(OCC)=O.